This data is from Forward reaction prediction with 1.9M reactions from USPTO patents (1976-2016). The task is: Predict the product of the given reaction. (1) Given the reactants [CH:1]1([C:4]2[CH:5]=[CH:6][C:7]([NH:12][C:13]3[CH:18]=[C:17]([F:19])[CH:16]=[CH:15][C:14]=3[N+:20]([O-])=O)=[C:8]([CH:11]=2)[C:9]#[N:10])[CH2:3][CH2:2]1.[Sn](Cl)[Cl:24], predict the reaction product. The product is: [ClH:24].[CH:1]1([C:4]2[CH:5]=[CH:6][C:7]3[NH:12][C:13]4[CH:18]=[C:17]([F:19])[CH:16]=[CH:15][C:14]=4[N:20]=[C:9]([NH2:10])[C:8]=3[CH:11]=2)[CH2:3][CH2:2]1. (2) Given the reactants [Cl:1][C:2]1[N:10]=[C:9]([Cl:11])[CH:8]=[CH:7][C:3]=1[C:4](Cl)=[O:5].[NH2:12][C:13]1[CH:18]=[CH:17][C:16]([C:19]2[CH:20]([CH3:26])[CH2:21][C:22](=[O:25])[NH:23][N:24]=2)=[CH:15][C:14]=1[OH:27].C(=O)([O-])[O-].[K+].[K+].O, predict the reaction product. The product is: [Cl:1][C:2]1[N:10]=[C:9]([Cl:11])[CH:8]=[CH:7][C:3]=1[C:4]([NH:12][C:13]1[CH:18]=[CH:17][C:16]([C:19]2[CH:20]([CH3:26])[CH2:21][C:22](=[O:25])[NH:23][N:24]=2)=[CH:15][C:14]=1[OH:27])=[O:5]. (3) Given the reactants [CH:1]1[C:13]2[CH2:12][C:11]3[C:6](=[CH:7][CH:8]=[CH:9][CH:10]=3)[C:5]=2[CH:4]=[CH:3][CH:2]=1.C([Li])CCC.[CH2:19](Br)[CH2:20][CH2:21][CH2:22][CH2:23][CH3:24].O, predict the reaction product. The product is: [CH2:19]([CH:12]1[C:11]2[CH:10]=[CH:9][CH:8]=[CH:7][C:6]=2[C:5]2[C:13]1=[CH:1][CH:2]=[CH:3][CH:4]=2)[CH2:20][CH2:21][CH2:22][CH2:23][CH3:24]. (4) The product is: [Cl:32][CH2:33][CH2:34][CH2:35][O:30][C:19]1[CH:20]=[C:21]([CH2:24][CH2:25][C:26]([O:28][CH3:29])=[O:27])[CH:22]=[CH:23][C:18]=1[C:14]1[CH:15]=[CH:16][CH:17]=[C:12]([N:10]([CH3:11])[C:9]([NH:8][CH2:1][CH2:2][CH2:3][CH2:4][CH2:5][CH2:6][CH3:7])=[O:31])[CH:13]=1. Given the reactants [CH2:1]([NH:8][C:9](=[O:31])[N:10]([C:12]1[CH:13]=[C:14]([C:18]2[CH:23]=[CH:22][C:21]([CH2:24][CH2:25][C:26]([O:28][CH3:29])=[O:27])=[CH:20][C:19]=2[OH:30])[CH:15]=[CH:16][CH:17]=1)[CH3:11])[CH2:2][CH2:3][CH2:4][CH2:5][CH2:6][CH3:7].[Cl:32][CH2:33][CH2:34][CH2:35]I.C(=O)([O-])[O-].[K+].[K+], predict the reaction product. (5) Given the reactants [CH3:1][S:2]([N:5]1[CH2:10][CH2:9][CH:8]([CH:11]=[CH:12][C:13]([O:15][CH:16]([CH3:18])[CH3:17])=[O:14])[CH2:7][CH2:6]1)(=[O:4])=[O:3].[F:19][C:20]1[CH:21]=[C:22](B(O)O)[CH:23]=[C:24]([F:26])[CH:25]=1.C(=O)([O-])[O-].[K+].[K+].CC(O)C, predict the reaction product. The product is: [F:19][C:20]1[CH:21]=[C:22]([C@@H:11]([CH:8]2[CH2:9][CH2:10][N:5]([S:2]([CH3:1])(=[O:4])=[O:3])[CH2:6][CH2:7]2)[CH2:12][C:13]([O:15][CH:16]([CH3:18])[CH3:17])=[O:14])[CH:23]=[C:24]([F:26])[CH:25]=1. (6) Given the reactants C(Cl)(=O)C(Cl)=O.[C:7]1([C:13]2[CH:14]=[C:15]([CH:19]=[CH:20][CH:21]=2)[C:16]([OH:18])=O)[CH:12]=[CH:11][CH:10]=[CH:9][CH:8]=1.[CH:22]1([NH2:28])[CH2:27][CH2:26][CH2:25][CH2:24][CH2:23]1, predict the reaction product. The product is: [CH:22]1([NH:28][C:16](=[O:18])[C:15]2[CH:19]=[CH:20][CH:21]=[C:13]([C:7]3[CH:8]=[CH:9][CH:10]=[CH:11][CH:12]=3)[CH:14]=2)[CH2:27][CH2:26][CH2:25][CH2:24][CH2:23]1. (7) Given the reactants C([O:8][C:9]1[CH:10]=[C:11]([C:20](=[O:26])[CH:21](OCC)O)[C:12]2[O:17][CH2:16][C:15](=[O:18])[NH:14][C:13]=2[CH:19]=1)C1C=CC=CC=1.[CH3:27][C:28]([NH2:42])([CH3:41])[CH2:29][C:30]1[CH:35]=[CH:34][C:33]([O:36][C:37]([F:40])([F:39])[F:38])=[CH:32][CH:31]=1.FC(F)(F)C([O-])=O, predict the reaction product. The product is: [CH3:41][C:28]([NH:42][CH2:21][CH:20]([C:11]1[C:12]2[O:17][CH2:16][C:15](=[O:18])[NH:14][C:13]=2[CH:19]=[C:9]([OH:8])[CH:10]=1)[OH:26])([CH3:27])[CH2:29][C:30]1[CH:31]=[CH:32][C:33]([O:36][C:37]([F:38])([F:39])[F:40])=[CH:34][CH:35]=1.